From a dataset of Forward reaction prediction with 1.9M reactions from USPTO patents (1976-2016). Predict the product of the given reaction. (1) Given the reactants CO[C:3]([C:5]1[N:6]=[C:7]([CH2:13][C:14]2[CH:19]=[CH:18][CH:17]=[CH:16][C:15]=2[Br:20])[NH:8][C:9](=[O:12])[C:10]=1[OH:11])=[O:4].[Cl:21][C:22]1[CH:29]=[CH:28][C:25]([CH2:26][NH2:27])=[CH:24][CH:23]=1, predict the reaction product. The product is: [Cl:21][C:22]1[CH:29]=[CH:28][C:25]([CH2:26][NH:27][C:3]([C:5]2[N:6]=[C:7]([CH2:13][C:14]3[CH:19]=[CH:18][CH:17]=[CH:16][C:15]=3[Br:20])[NH:8][C:9](=[O:12])[C:10]=2[OH:11])=[O:4])=[CH:24][CH:23]=1. (2) Given the reactants [C:1]([C:5]1[N:10]=[C:9]([CH2:11][CH2:12][CH2:13][CH2:14][CH2:15][CH3:16])[C:8]([C:17]([N:19]([CH2:37][CH:38]([CH3:40])[CH3:39])[C@@H:20]2[CH2:25][N:24]([C:26]([O:28][C:29]([CH3:32])([CH3:31])[CH3:30])=[O:27])[CH2:23][C@H:22]([C:33](OC)=[O:34])[CH2:21]2)=[O:18])=[CH:7][N:6]=1)([CH3:4])([CH3:3])[CH3:2].[OH-:41].[Na+], predict the reaction product. The product is: [C:1]([C:5]1[N:10]=[C:9]([CH2:11][CH2:12][CH2:13][CH2:14][CH2:15][CH3:16])[C:8]([C:17]([N:19]([CH2:37][CH:38]([CH3:39])[CH3:40])[C@H:20]2[CH2:21][C@@H:22]([C:33]([N:6]3[CH2:7][CH2:8][O:41][CH2:1][CH2:5]3)=[O:34])[CH2:23][N:24]([C:26]([O:28][C:29]([CH3:31])([CH3:32])[CH3:30])=[O:27])[CH2:25]2)=[O:18])=[CH:7][N:6]=1)([CH3:3])([CH3:4])[CH3:2]. (3) Given the reactants [Br:1][C:2]1[CH:3]=[C:4]2[C:8](=[CH:9][CH:10]=1)[NH:7][CH:6]=[CH:5]2.[H-].[Na+].F[C:14]1[CH:21]=[CH:20][C:17]([C:18]#[N:19])=[CH:16][CH:15]=1, predict the reaction product. The product is: [Br:1][C:2]1[CH:3]=[C:4]2[C:8](=[CH:9][CH:10]=1)[N:7]([C:14]1[CH:21]=[CH:20][C:17]([C:18]#[N:19])=[CH:16][CH:15]=1)[CH:6]=[CH:5]2. (4) Given the reactants [Cl:1][C:2]1[CH:11]=[C:10]([NH:12][CH:13]([CH3:15])[CH3:14])[C:5]([C:6]([NH:8][NH2:9])=[O:7])=[CH:4][N:3]=1.CCN(CC)CC.[Cl:23][CH2:24][C:25](Cl)=O.S(Cl)(C1C=CC(C)=CC=1)(=O)=O, predict the reaction product. The product is: [Cl:1][C:2]1[CH:11]=[C:10]([NH:12][CH:13]([CH3:15])[CH3:14])[C:5]([C:6]2[O:7][C:25]([CH2:24][Cl:23])=[N:9][N:8]=2)=[CH:4][N:3]=1. (5) Given the reactants [CH3:1][N:2]1[C:29]2[C:24](=[CH:25][C:26]([C:30]([O:32]C)=[O:31])=[CH:27][CH:28]=2)[C:4]2([CH2:9][CH2:8][N:7]([C:10](=[O:23])/[CH:11]=[CH:12]/[C:13]3[CH:18]=[CH:17][CH:16]=[CH:15][C:14]=3[C:19]([F:22])([F:21])[F:20])[CH2:6][CH2:5]2)[C:3]1=[O:34].[Li+].[OH-], predict the reaction product. The product is: [CH3:1][N:2]1[C:29]2[C:24](=[CH:25][C:26]([C:30]([OH:32])=[O:31])=[CH:27][CH:28]=2)[C:4]2([CH2:9][CH2:8][N:7]([C:10](=[O:23])/[CH:11]=[CH:12]/[C:13]3[CH:18]=[CH:17][CH:16]=[CH:15][C:14]=3[C:19]([F:22])([F:20])[F:21])[CH2:6][CH2:5]2)[C:3]1=[O:34]. (6) Given the reactants [NH2-].[Na+].[CH3:3][C:4]([CH3:9])([CH3:8])[C:5](=[O:7])[CH3:6].[CH3:10][O:11][CH2:12][C:13](OC)=[O:14].O, predict the reaction product. The product is: [CH3:10][O:11][CH2:12][C:13](=[O:14])[CH2:6][C:5](=[O:7])[C:4]([CH3:9])([CH3:8])[CH3:3].